From a dataset of Full USPTO retrosynthesis dataset with 1.9M reactions from patents (1976-2016). Predict the reactants needed to synthesize the given product. (1) Given the product [F:1][C:2]1[CH:7]=[CH:6][C:5]([N:8]2[C:16]3[C:11](=[CH:12][C:13]([C:17]4([C:27]([CH3:29])([CH3:28])[C:26]([O:25][CH3:24])=[O:30])[CH2:22][CH2:21][CH2:20][CH2:19][CH2:18]4)=[CH:14][CH:15]=3)[CH:10]=[N:9]2)=[CH:4][CH:3]=1, predict the reactants needed to synthesize it. The reactants are: [F:1][C:2]1[CH:7]=[CH:6][C:5]([N:8]2[C:16]3[C:11](=[CH:12][C:13]([C:17]4(O)[CH2:22][CH2:21][CH2:20][CH2:19][CH2:18]4)=[CH:14][CH:15]=3)[CH:10]=[N:9]2)=[CH:4][CH:3]=1.[CH3:24][O:25][C:26]([O:30][Si](C)(C)C)=[C:27]([CH3:29])[CH3:28]. (2) Given the product [C:18]1([CH:19]=[CH:2][C:3]([C:5]2[CH:10]=[CH:9][CH:8]=[CH:7][CH:6]=2)=[O:4])[CH:13]=[CH:23][CH:15]=[CH:16][CH:17]=1, predict the reactants needed to synthesize it. The reactants are: O[CH2:2][C:3]([C:5]1[CH:10]=[CH:9][CH:8]=[CH:7][CH:6]=1)=[O:4].CO[C:13]1[C:18]([CH:19]=O)=[CH:17][CH:16]=[CH:15]N=1.O([CH3:23])[Na]. (3) Given the product [C:3]([C:5]([CH3:52])([CH3:53])[CH2:6][O:7][C:8]([N:10]1[C:19]2[C:14](=[N:15][C:16]([O:20][CH3:21])=[CH:17][CH:18]=2)[C@@H:13]([NH:22][C:23]2[N:28]=[C:27]([CH2:29][C:30]3[CH:35]=[C:34]([C:36]([F:37])([F:39])[F:38])[CH:33]=[C:32]([C:40]([F:41])([F:43])[F:42])[CH:31]=3)[C:26]([O:44][CH2:45][CH2:46][CH2:47][C:48]#[N:49])=[CH:25][N:24]=2)[CH2:12][C@H:11]1[CH2:50][CH3:51])=[O:9])([OH:4])=[O:2], predict the reactants needed to synthesize it. The reactants are: C[O:2][C:3]([C:5]([CH3:53])([CH3:52])[CH2:6][O:7][C:8]([N:10]1[C:19]2[C:14](=[N:15][C:16]([O:20][CH3:21])=[CH:17][CH:18]=2)[C@@H:13]([NH:22][C:23]2[N:28]=[C:27]([CH2:29][C:30]3[CH:35]=[C:34]([C:36]([F:39])([F:38])[F:37])[CH:33]=[C:32]([C:40]([F:43])([F:42])[F:41])[CH:31]=3)[C:26]([O:44][CH2:45][CH2:46][CH2:47][C:48]#[N:49])=[CH:25][N:24]=2)[CH2:12][C@H:11]1[CH2:50][CH3:51])=[O:9])=[O:4].[OH-].[Na+].C(O)(=O)CC(CC(O)=O)(C(O)=O)O. (4) Given the product [CH2:1]([O:8][C:9]1[CH:14]=[CH:13][C:12]([C:15]2[CH:20]=[CH:19][C:18]([B:28]([OH:31])[OH:29])=[C:17]([F:21])[C:16]=2[F:22])=[CH:11][CH:10]=1)[C:2]1[CH:3]=[CH:4][CH:5]=[CH:6][CH:7]=1, predict the reactants needed to synthesize it. The reactants are: [CH2:1]([O:8][C:9]1[CH:14]=[CH:13][C:12]([C:15]2[CH:20]=[CH:19][CH:18]=[C:17]([F:21])[C:16]=2[F:22])=[CH:11][CH:10]=1)[C:2]1[CH:7]=[CH:6][CH:5]=[CH:4][CH:3]=1.C([Li])CCC.[B:28](OC)([O:31]C)[O:29]C.Cl. (5) Given the product [Br:13][CH2:9][C:6]1[CH:5]=[CH:4][C:3]([C:2]([F:12])([F:11])[F:1])=[CH:8][N:7]=1, predict the reactants needed to synthesize it. The reactants are: [F:1][C:2]([F:12])([F:11])[C:3]1[CH:4]=[CH:5][C:6]([CH2:9]O)=[N:7][CH:8]=1.[Br:13]P(Br)Br.O.